From a dataset of Forward reaction prediction with 1.9M reactions from USPTO patents (1976-2016). Predict the product of the given reaction. Given the reactants [F:1][C:2]1[CH:3]=[C:4]([CH2:9][C:10]([O:12][CH2:13][CH3:14])=[O:11])[CH:5]=[C:6]([F:8])[CH:7]=1.[H-].[Na+].Cl.[CH:18](OCC)=[O:19], predict the reaction product. The product is: [F:1][C:2]1[CH:3]=[C:4]([C:9](=[CH:18][OH:19])[C:10]([O:12][CH2:13][CH3:14])=[O:11])[CH:5]=[C:6]([F:8])[CH:7]=1.